Dataset: Forward reaction prediction with 1.9M reactions from USPTO patents (1976-2016). Task: Predict the product of the given reaction. (1) Given the reactants C([O-])([O-])=O.[K+].[K+].F[C:8]1[CH:13]=[CH:12][C:11]([N+:14]([O-:16])=[O:15])=[CH:10][CH:9]=1.[NH:17]1[CH:21]=[CH:20][N:19]=[C:18]1[CH:22]=[O:23].O, predict the reaction product. The product is: [N+:14]([C:11]1[CH:12]=[CH:13][C:8]([N:17]2[CH:21]=[CH:20][N:19]=[C:18]2[CH:22]=[O:23])=[CH:9][CH:10]=1)([O-:16])=[O:15]. (2) Given the reactants [C:1]([C:5]1[CH:23]=[CH:22][C:8]([C:9]([NH:11][C:12]2[N:13]=[C:14]3[CH:19]=[CH:18][C:17](I)=[CH:16][N:15]3[CH:21]=2)=[O:10])=[CH:7][CH:6]=1)([CH3:4])([CH3:3])[CH3:2].[NH:24]1[CH:28]=[CH:27][CH:26]=[CH:25]1, predict the reaction product. The product is: [C:1]([C:5]1[CH:23]=[CH:22][C:8]([C:9]([NH:11][C:12]2[N:13]=[C:14]3[CH:19]=[CH:18][C:17]([N:24]4[CH:28]=[CH:27][CH:26]=[CH:25]4)=[CH:16][N:15]3[CH:21]=2)=[O:10])=[CH:7][CH:6]=1)([CH3:4])([CH3:3])[CH3:2]. (3) Given the reactants [O:1]1CCCC1.[CH2:6]([C:9]1[C:10]([Cl:35])=[N:11][C:12]2[N:13]([N:32]=[CH:33][CH:34]=2)[C:14]=1[N:15]([C:23]1[CH:28]=[CH:27][C:26]([O:29][CH2:30][CH3:31])=[CH:25][CH:24]=1)[C:16](=[O:22])[O:17][C:18]([CH3:21])([CH3:20])[CH3:19])[CH:7]=C.I([O-])(=O)(=O)=O.[Na+].S([O-])([O-])=O.[Na+].[Na+], predict the reaction product. The product is: [C:18]([O:17][C:16](=[O:22])[N:15]([C:14]1[N:13]2[N:32]=[CH:33][CH:34]=[C:12]2[N:11]=[C:10]([Cl:35])[C:9]=1[CH2:6][CH:7]=[O:1])[C:23]1[CH:28]=[CH:27][C:26]([O:29][CH2:30][CH3:31])=[CH:25][CH:24]=1)([CH3:20])([CH3:19])[CH3:21]. (4) Given the reactants [Br:1][C:2]1[CH:3]=[C:4]([CH2:10][OH:11])[CH:5]=[C:6]([CH2:8][OH:9])[CH:7]=1.N1C=CN=C1.[CH3:17][C:18]([Si:21](Cl)([CH3:23])[CH3:22])([CH3:20])[CH3:19], predict the reaction product. The product is: [Br:1][C:2]1[CH:3]=[C:4]([CH2:10][OH:11])[CH:5]=[C:6]([CH2:8][O:9][Si:21]([C:18]([CH3:20])([CH3:19])[CH3:17])([CH3:23])[CH3:22])[CH:7]=1. (5) Given the reactants [C:1]([O:5][C:6](=[O:15])[NH:7][C:8]1[CH:13]=[CH:12][C:11]([Cl:14])=[CH:10][CH:9]=1)([CH3:4])([CH3:3])[CH3:2].C([Li])(CC)C.[CH:21]([C:23]1[C:31]2[O:30][CH2:29][CH2:28][C:27]=2[CH:26]=[CH:25][CH:24]=1)=[O:22].[Cl-].[NH4+], predict the reaction product. The product is: [Cl:14][C:11]1[CH:10]=[CH:9][C:8]([NH:7][C:6](=[O:15])[O:5][C:1]([CH3:4])([CH3:2])[CH3:3])=[C:13]([CH:21]([C:23]2[C:31]3[O:30][CH2:29][CH2:28][C:27]=3[CH:26]=[CH:25][CH:24]=2)[OH:22])[CH:12]=1.